This data is from Reaction yield outcomes from USPTO patents with 853,638 reactions. The task is: Predict the reaction yield, written as a fraction of the theoretical maximum amount of product (1.0 means a 100% yield; for example, 0.34 means a 34% yield). (1) The reactants are [H-].[Na+].F[C:4]1[CH:9]=[CH:8][CH:7]=[CH:6][C:5]=1[N+:10]([O-:12])=[O:11].[O:13]=[C:14]([CH2:23][CH2:24][C:25]([O:27][CH3:28])=[O:26])[CH2:15][C:16]([O:18][C:19]([CH3:22])([CH3:21])[CH3:20])=[O:17]. The catalyst is CN(C=O)C. The product is [N+:10]([C:5]1[CH:6]=[CH:7][CH:8]=[CH:9][C:4]=1[CH:15]([C:14](=[O:13])[CH2:23][CH2:24][C:25]([O:27][CH3:28])=[O:26])[C:16]([O:18][C:19]([CH3:22])([CH3:20])[CH3:21])=[O:17])([O-:12])=[O:11]. The yield is 0.453. (2) The reactants are O=[C:2]1[C:11]2[N:12]=[CH:13][N:14]=[CH:15][C:10]=2[C:9]2[CH:8]=[CH:7][C:6]([C:16]([O:18][CH3:19])=[O:17])=[CH:5][C:4]=2[NH:3]1.CCN(C(C)C)C(C)C.O=P(Cl)(Cl)[Cl:31].O. The yield is 0.710. The catalyst is C1(C)C=CC=CC=1. The product is [Cl:31][C:2]1[C:11]2[N:12]=[CH:13][N:14]=[CH:15][C:10]=2[C:9]2[CH:8]=[CH:7][C:6]([C:16]([O:18][CH3:19])=[O:17])=[CH:5][C:4]=2[N:3]=1.